From a dataset of Full USPTO retrosynthesis dataset with 1.9M reactions from patents (1976-2016). Predict the reactants needed to synthesize the given product. (1) Given the product [Cl:38][C:21]1[CH:22]=[C:23]([O:36][CH3:37])[C:24]([S:26][C:27]([CH3:35])([C:29]2[CH:34]=[CH:33][CH:32]=[CH:31][CH:30]=2)[CH3:28])=[CH:25][C:20]=1[N:16]1[C:14]2=[N:15][C:10]([CH2:9][OH:8])=[CH:11][C:12]([O:39][CH3:40])=[C:13]2[NH:18][C:17]1=[O:19], predict the reactants needed to synthesize it. The reactants are: [Si]([O:8][CH2:9][C:10]1[N:15]=[C:14]2[N:16]([C:20]3[CH:25]=[C:24]([S:26][C:27]([CH3:35])([C:29]4[CH:34]=[CH:33][CH:32]=[CH:31][CH:30]=4)[CH3:28])[C:23]([O:36][CH3:37])=[CH:22][C:21]=3[Cl:38])[C:17](=[O:19])[NH:18][C:13]2=[C:12]([O:39][CH3:40])[CH:11]=1)(C(C)(C)C)(C)C.O.[F-].C([N+](CCCC)(CCCC)CCCC)CCC.Cl. (2) Given the product [CH3:1][O:2][C:3]1[CH:4]=[C:5]([S:18]([Cl:22])(=[O:20])=[O:19])[CH:7]=[C:8]([O:12][CH3:13])[C:9]=1[O:10][CH3:11], predict the reactants needed to synthesize it. The reactants are: [CH3:1][O:2][C:3]1[CH:4]=[C:5]([CH:7]=[C:8]([O:12][CH3:13])[C:9]=1[O:10][CH3:11])N.N([O-])=O.[Na+].[S:18](=[O:20])=[O:19].O.[ClH:22]. (3) Given the product [CH2:11]([C@H:14]([CH2:15][CH2:16][CH2:17][CH3:18])[C:19]([OH:23])=[O:22])[CH:12]=[CH2:13], predict the reactants needed to synthesize it. The reactants are: C(N1[C@H:12]([CH3:13])[C@H:11]([C:14]2[CH:19]=[CH:18][CH:17]=[CH:16][CH:15]=2)OC1=O)(=O)CCCCC.[Li+].[OH-:22].[OH:23]O. (4) Given the product [Br:19][CH:6]([C:8]1[S:12][C:11]([C:13]2[CH:18]=[CH:17][CH:16]=[CH:15][N:14]=2)=[N:10][N:9]=1)[CH3:7], predict the reactants needed to synthesize it. The reactants are: CS(O[CH:6]([C:8]1[S:12][C:11]([C:13]2[CH:18]=[CH:17][CH:16]=[CH:15][N:14]=2)=[N:10][N:9]=1)[CH3:7])(=O)=O.[Br-:19].[Li+]. (5) Given the product [CH3:24][C:23]([O:22][C:20]([N:17]1[CH2:16][CH:15]=[C:14]([O:13][S:34]([C:37]([F:40])([F:39])[F:38])(=[O:36])=[O:35])[CH2:19][CH2:18]1)=[O:21])([CH3:26])[CH3:25], predict the reactants needed to synthesize it. The reactants are: C(NC(C)C)(C)C.[Li]CCCC.[O:13]=[C:14]1[CH2:19][CH2:18][N:17]([C:20]([O:22][C:23]([CH3:26])([CH3:25])[CH3:24])=[O:21])[CH2:16][CH2:15]1.C1C=CC(N([S:34]([C:37]([F:40])([F:39])[F:38])(=[O:36])=[O:35])[S:34]([C:37]([F:40])([F:39])[F:38])(=[O:36])=[O:35])=CC=1. (6) The reactants are: [O:1]1[CH2:7][CH:6]([C:8]2[C:16]3[S:15][C:14]([NH2:17])=[N:13][C:12]=3[C:11]([O:18][CH3:19])=[CH:10][CH:9]=2)[CH2:5][O:4][CH2:3][CH2:2]1.[Cl:20][CH2:21][C:22]1[CH:30]=[CH:29][C:25]([C:26](O)=[O:27])=[CH:24][CH:23]=1.O1CC(C2C3SC(NC(C4SC(C)=CC=4)=O)=NC=3C(OC)=CC=2)COCC1. Given the product [Cl:20][CH2:21][C:22]1[CH:30]=[CH:29][C:25]([C:26]([NH:17][C:14]2[S:15][C:16]3[C:8]([CH:6]4[CH2:5][O:4][CH2:3][CH2:2][O:1][CH2:7]4)=[CH:9][CH:10]=[C:11]([O:18][CH3:19])[C:12]=3[N:13]=2)=[O:27])=[CH:24][CH:23]=1, predict the reactants needed to synthesize it. (7) Given the product [C:34]([O:38][C:39]([N:41]1[CH2:46][CH2:45][C:44]([OH:47])([C:11]2[N:12]([CH2:14][O:15][CH2:16][CH2:17][Si:18]([CH3:19])([CH3:20])[CH3:21])[CH:13]=[C:9]([C:5]3[CH:6]=[CH:7][CH:8]=[C:3]([C:2]([F:22])([F:1])[F:23])[CH:4]=3)[N:10]=2)[CH2:43][CH2:42]1)=[O:40])([CH3:37])([CH3:35])[CH3:36], predict the reactants needed to synthesize it. The reactants are: [F:1][C:2]([F:23])([F:22])[C:3]1[CH:4]=[C:5]([C:9]2[N:10]=[CH:11][N:12]([CH2:14][O:15][CH2:16][CH2:17][Si:18]([CH3:21])([CH3:20])[CH3:19])[CH:13]=2)[CH:6]=[CH:7][CH:8]=1.C([Li])CCC.O1CCCC1.[C:34]([O:38][C:39]([N:41]1[CH2:46][CH2:45][C:44](=[O:47])[CH2:43][CH2:42]1)=[O:40])([CH3:37])([CH3:36])[CH3:35].